This data is from Reaction yield outcomes from USPTO patents with 853,638 reactions. The task is: Predict the reaction yield, written as a fraction of the theoretical maximum amount of product (1.0 means a 100% yield; for example, 0.34 means a 34% yield). (1) The reactants are [Br:1][C:2]1[CH:7]=[CH:6][C:5]([C:8]2[C:12]3[CH2:13][N:14]([C:17](=[O:19])[CH3:18])[CH2:15][CH2:16][C:11]=3[N:10]([CH2:20][C@H:21]3[CH2:23][O:22]3)[N:9]=2)=[CH:4][CH:3]=1.[CH3:24][C:25]1[CH:30]=[CH:29][C:28]([Cl:31])=[CH:27][C:26]=1[N:32]1[CH2:37][CH2:36][NH:35][CH2:34][CH2:33]1. The catalyst is CCO.C(Cl)Cl. The product is [Br:1][C:2]1[CH:3]=[CH:4][C:5]([C:8]2[C:12]3[CH2:13][N:14]([C:17](=[O:19])[CH3:18])[CH2:15][CH2:16][C:11]=3[N:10]([CH2:20][C@H:21]([OH:22])[CH2:23][N:35]3[CH2:34][CH2:33][N:32]([C:26]4[CH:27]=[C:28]([Cl:31])[CH:29]=[CH:30][C:25]=4[CH3:24])[CH2:37][CH2:36]3)[N:9]=2)=[CH:6][CH:7]=1. The yield is 0.610. (2) The reactants are [OH:1][C:2]1[CH:9]=[CH:8][C:7]([OH:10])=[CH:6][C:3]=1[CH:4]=[O:5].[Br:11]Br.[NH4+].[Cl-]. The catalyst is C(Cl)(Cl)Cl. The product is [Br:11][C:6]1[C:7]([OH:10])=[CH:8][CH:9]=[C:2]([OH:1])[C:3]=1[CH:4]=[O:5]. The yield is 0.572. (3) The reactants are [Br:1][C:2]1[C:3]([N:17]2[CH2:22][CH2:21][CH2:20][C@@H:19]([NH:23]C(=O)OC(C)(C)C)[CH2:18]2)=[C:4]2[C:10]([NH:11][C:12](=[O:16])[CH2:13][CH2:14][CH3:15])=[CH:9][NH:8][C:5]2=[N:6][CH:7]=1. The catalyst is C(O)(C(F)(F)F)=O. The product is [NH2:23][C@@H:19]1[CH2:20][CH2:21][CH2:22][N:17]([C:3]2[C:2]([Br:1])=[CH:7][N:6]=[C:5]3[NH:8][CH:9]=[C:10]([NH:11][C:12](=[O:16])[CH2:13][CH2:14][CH3:15])[C:4]=23)[CH2:18]1. The yield is 0.660. (4) The reactants are [CH:1]1([N:7]2[C:12]([OH:13])=[C:11]([C:14]([NH:16][CH2:17][C:18]([O:20]CC)=[O:19])=[O:15])[C:10](=[O:23])[NH:9][C:8]2=[O:24])[CH2:6][CH2:5][CH2:4][CH2:3][CH2:2]1.[C:25](=O)([O-])[O-].[K+].[K+].[CH3:31][C:32]1[CH:37]=[CH:36][CH:35]=[CH:34][CH:33]=1.Cl. The catalyst is CN(C)C=O. The product is [CH:1]1([N:7]2[C:12]([OH:13])=[C:11]([C:14]([NH:16][CH2:17][C:18]([OH:20])=[O:19])=[O:15])[C:10](=[O:23])[N:9]([CH2:31][C:32]3[CH:37]=[CH:36][CH:35]=[CH:34][C:33]=3[CH3:25])[C:8]2=[O:24])[CH2:6][CH2:5][CH2:4][CH2:3][CH2:2]1. The yield is 0.0300. (5) The reactants are Br[C:2]1[CH:7]=[C:6]([F:8])[CH:5]=[CH:4][C:3]=1[C:9]1[O:10][CH2:11][C:12]([CH3:15])([CH3:14])[N:13]=1.CON(C)[C:19](=[O:31])[CH2:20][CH2:21][N:22]([CH3:30])[C:23](=[O:29])[O:24][C:25]([CH3:28])([CH3:27])[CH3:26].Cl. The catalyst is C1COCC1.CCCCC. The product is [CH3:14][C:12]1([CH3:15])[CH2:11][O:10][C:9]([C:3]2[CH:4]=[CH:5][C:6]([F:8])=[CH:7][C:2]=2[C:19](=[O:31])[CH2:20][CH2:21][N:22]([CH3:30])[C:23](=[O:29])[O:24][C:25]([CH3:26])([CH3:27])[CH3:28])=[N:13]1. The yield is 0.610.